From a dataset of Reaction yield outcomes from USPTO patents with 853,638 reactions. Predict the reaction yield, written as a fraction of the theoretical maximum amount of product (1.0 means a 100% yield; for example, 0.34 means a 34% yield). (1) The reactants are [Cl:1][C:2]1[CH:3]=[C:4]([C:10]2[CH:14]=[CH:13][N:12]([CH2:15][C@@H:16]([NH:18][C:19]([C:21]3[NH:25][N:24]=[C:23]([CH:26]([OH:28])[CH3:27])[CH:22]=3)=[O:20])[CH3:17])[N:11]=2)[CH:5]=[CH:6][C:7]=1[C:8]#[N:9].[CH3:29][C:30]([CH3:41])([CH3:40])[C:31](O[C:31](=[O:32])[C:30]([CH3:41])([CH3:40])[CH3:29])=[O:32]. The catalyst is N1C=CC=CC=1.CN(C1C=CN=CC=1)C. The product is [C:31]([O:28][CH:26]([C:23]1[CH:22]=[C:21]([C:19](=[O:20])[NH:18][C@@H:16]([CH3:17])[CH2:15][N:12]2[CH:13]=[CH:14][C:10]([C:4]3[CH:5]=[CH:6][C:7]([C:8]#[N:9])=[C:2]([Cl:1])[CH:3]=3)=[N:11]2)[NH:25][N:24]=1)[CH3:27])(=[O:32])[C:30]([CH3:41])([CH3:40])[CH3:29]. The yield is 0.510. (2) The reactants are [N+:1]([C:4]1[N:5]=[C:6]([S:9][C:10]2[CH:15]=[CH:14][C:13]([N+:16]([O-:18])=[O:17])=[CH:12][CH:11]=2)[NH:7][CH:8]=1)([O-:3])=[O:2].[CH3:19]N(C)C=O.C(=O)([O-])[O-].[K+].[K+].[F-].[Cs+].[C:32]([O:35][CH2:36][CH3:37])(=O)C. The catalyst is O. The product is [CH3:19][C@@:36]1([CH2:37][N:7]2[CH:8]=[C:4]([N+:1]([O-:3])=[O:2])[N:5]=[C:6]2[S:9][C:10]2[CH:11]=[CH:12][C:13]([N+:16]([O-:18])=[O:17])=[CH:14][CH:15]=2)[CH2:32][O:35]1. The yield is 0.740. (3) The reactants are [CH3:1][O:2][C:3](=[O:13])[C:4]1[CH:9]=[CH:8][C:7]([CH2:10]Br)=[CH:6][C:5]=1[F:12].COC(=O)C1C=CC(C[N:24]2[CH:28]=[C:27]([C:29]3[CH:34]=[CH:33][C:32]([Cl:35])=[CH:31][C:30]=3[Cl:36])[N:26]=[C:25]2/[CH:37]=[CH:38]/[C:39]2[CH:44]=[CH:43][C:42](Br)=[CH:41][CH:40]=2)=C(C(F)(F)F)C=1.[CH3:51][S:52]([C:55]1[CH:56]=[C:57](B(O)O)[CH:58]=[CH:59][CH:60]=1)(=[O:54])=[O:53]. No catalyst specified. The product is [CH3:1][O:2][C:3](=[O:13])[C:4]1[CH:9]=[CH:8][C:7]([CH2:10][N:24]2[CH:28]=[C:27]([C:29]3[CH:34]=[CH:33][C:32]([Cl:35])=[CH:31][C:30]=3[Cl:36])[N:26]=[C:25]2/[CH:37]=[CH:38]/[C:39]2[CH:40]=[CH:41][C:42]([C:59]3[CH:58]=[CH:57][CH:56]=[C:55]([S:52]([CH3:51])(=[O:54])=[O:53])[CH:60]=3)=[CH:43][CH:44]=2)=[CH:6][C:5]=1[F:12]. The yield is 0.220. (4) The reactants are FC(F)(F)C(O)=O.C(OC([N:15]1[CH2:20][CH2:19][C:18]([C:29](=[O:41])[NH:30][CH2:31][CH2:32][C:33]2[CH:38]=[CH:37][C:36]([CH2:39][CH3:40])=[CH:35][CH:34]=2)([CH2:21][C:22]2[CH:27]=[CH:26][CH:25]=[CH:24][C:23]=2[F:28])[CH2:17][CH2:16]1)=O)(C)(C)C. The catalyst is ClCCl. The product is [CH2:39]([C:36]1[CH:37]=[CH:38][C:33]([CH2:32][CH2:31][NH:30][C:29]([C:18]2([CH2:21][C:22]3[CH:27]=[CH:26][CH:25]=[CH:24][C:23]=3[F:28])[CH2:17][CH2:16][NH:15][CH2:20][CH2:19]2)=[O:41])=[CH:34][CH:35]=1)[CH3:40]. The yield is 0.800.